From a dataset of NCI-60 drug combinations with 297,098 pairs across 59 cell lines. Regression. Given two drug SMILES strings and cell line genomic features, predict the synergy score measuring deviation from expected non-interaction effect. (1) Drug 1: C1=CN(C(=O)N=C1N)C2C(C(C(O2)CO)O)O.Cl. Drug 2: CC(C)(C#N)C1=CC(=CC(=C1)CN2C=NC=N2)C(C)(C)C#N. Cell line: OVCAR-5. Synergy scores: CSS=36.2, Synergy_ZIP=0.570, Synergy_Bliss=0.428, Synergy_Loewe=-5.27, Synergy_HSA=-0.548. (2) Drug 1: CS(=O)(=O)C1=CC(=C(C=C1)C(=O)NC2=CC(=C(C=C2)Cl)C3=CC=CC=N3)Cl. Drug 2: COC1=C(C=C2C(=C1)N=CN=C2NC3=CC(=C(C=C3)F)Cl)OCCCN4CCOCC4. Cell line: HCT116. Synergy scores: CSS=8.47, Synergy_ZIP=0.803, Synergy_Bliss=5.25, Synergy_Loewe=-0.435, Synergy_HSA=4.56. (3) Drug 1: C1CCC(CC1)NC(=O)N(CCCl)N=O. Drug 2: CCC1=C2CN3C(=CC4=C(C3=O)COC(=O)C4(CC)O)C2=NC5=C1C=C(C=C5)O. Cell line: CAKI-1. Synergy scores: CSS=56.9, Synergy_ZIP=-4.69, Synergy_Bliss=-3.34, Synergy_Loewe=-2.49, Synergy_HSA=0.801. (4) Drug 1: CN(C(=O)NC(C=O)C(C(C(CO)O)O)O)N=O. Drug 2: CC12CCC3C(C1CCC2OP(=O)(O)O)CCC4=C3C=CC(=C4)OC(=O)N(CCCl)CCCl.[Na+]. Cell line: UACC62. Synergy scores: CSS=5.89, Synergy_ZIP=-2.54, Synergy_Bliss=-1.30, Synergy_Loewe=-4.08, Synergy_HSA=-2.22.